This data is from Forward reaction prediction with 1.9M reactions from USPTO patents (1976-2016). The task is: Predict the product of the given reaction. (1) Given the reactants [Br:1][C:2]1[CH:3]=[C:4]2[C:8](=[CH:9][CH:10]=1)[C:7](=[O:11])[CH2:6][CH2:5]2.CS(O)(=O)=O.[N-:17]=[N+]=[N-].[Na+], predict the reaction product. The product is: [Br:1][C:2]1[CH:3]=[C:4]2[C:8](=[CH:9][CH:10]=1)[C:7](=[O:11])[NH:17][CH2:6][CH2:5]2. (2) Given the reactants [CH3:1][C:2]1([CH3:14])[O:13][C:6]2=[N:7][CH:8]=[C:9]([CH:11]=O)[CH:10]=[C:5]2[CH:4]=[CH:3]1.[CH:15]1([NH2:21])[CH2:20][CH2:19][CH2:18][CH2:17][CH2:16]1.[BH3-]C#N.[Na+], predict the reaction product. The product is: [CH3:1][C:2]1([CH3:14])[O:13][C:6]2=[N:7][CH:8]=[C:9]([CH2:11][NH:21][CH:15]3[CH2:20][CH2:19][CH2:18][CH2:17][CH2:16]3)[CH:10]=[C:5]2[CH:4]=[CH:3]1. (3) Given the reactants [H-].[Na+].O1CCCC1.[CH3:8][N:9]([CH3:15])[CH2:10][CH2:11][CH2:12][CH2:13][OH:14].[CH2:16]([Sn:20]([CH2:27][CH2:28][CH2:29][CH3:30])([CH2:23][CH2:24][CH2:25][CH3:26])[CH2:21]I)[CH2:17][CH2:18][CH3:19], predict the reaction product. The product is: [CH3:8][N:9]([CH3:15])[CH2:10][CH2:11][CH2:12][CH2:13][O:14][CH2:21][Sn:20]([CH2:16][CH2:17][CH2:18][CH3:19])([CH2:27][CH2:28][CH2:29][CH3:30])[CH2:23][CH2:24][CH2:25][CH3:26]. (4) Given the reactants [F:1][C:2]([F:17])([F:16])[C:3]1[C:11]2[CH2:10][CH2:9][CH2:8][CH2:7][C:6]=2[N:5]([CH2:12][C:13]([OH:15])=O)[N:4]=1.C(Cl)(=O)C(Cl)=O.[NH2:24][C:25]1[CH:34]=[CH:33][CH:32]=[CH:31][C:26]=1[C:27]([NH:29][CH3:30])=[O:28].O, predict the reaction product. The product is: [CH3:30][NH:29][C:27](=[O:28])[C:26]1[CH:31]=[CH:32][CH:33]=[CH:34][C:25]=1[NH:24][C:13](=[O:15])[CH2:12][N:5]1[C:6]2[CH2:7][CH2:8][CH2:9][CH2:10][C:11]=2[C:3]([C:2]([F:1])([F:17])[F:16])=[N:4]1. (5) The product is: [Cl:1][C:2]1[CH:3]=[C:4]2[C:9](=[CH:10][C:11]=1[O:12][C:13]1[CH:18]=[CH:17][C:16]([C:19](=[O:33])[NH:20][CH2:21][CH2:22][C:23]3[C:28]([O:29][CH3:30])=[CH:27][C:26]([Cl:31])=[CH:25][C:24]=3[Cl:32])=[CH:15][CH:14]=1)[O:8][CH2:7][CH2:6][CH:5]2[C:34]([OH:36])=[O:35]. Given the reactants [Cl:1][C:2]1[CH:3]=[C:4]2[C:9](=[CH:10][C:11]=1[O:12][C:13]1[CH:18]=[CH:17][C:16]([C:19](=[O:33])[NH:20][CH2:21][CH2:22][C:23]3[C:28]([O:29][CH3:30])=[CH:27][C:26]([Cl:31])=[CH:25][C:24]=3[Cl:32])=[CH:15][CH:14]=1)[O:8][CH2:7][CH2:6][CH:5]2[C:34]([O-:36])=[O:35].[OH-].[Na+].Cl.[Na].C[O-].[Na+], predict the reaction product. (6) Given the reactants [CH3:1][NH:2][CH2:3][C@@H:4]([C@H:6]([C@@H:8]([C@@H:10]([CH2:12][OH:13])[OH:11])[OH:9])[OH:7])[OH:5].[CH3:14][C:15]([N:27]([C:51](=[O:55])[C:52]([OH:54])=[O:53])[CH2:28][C:29]1[CH:34]=[CH:33][C:32]([C:35]2[O:39][N:38]=[C:37]([CH2:40][CH2:41][CH2:42][CH2:43][CH2:44][CH2:45][CH2:46][CH2:47][CH2:48][CH2:49][CH3:50])[N:36]=2)=[CH:31][CH:30]=1)([C:17]1[CH:22]=[CH:21][C:20]([C:23]([F:26])([F:25])[F:24])=[CH:19][CH:18]=1)[CH3:16], predict the reaction product. The product is: [CH3:1][NH:2][CH2:3][C@@H:4]([C@H:6]([C@@H:8]([C@@H:10]([CH2:12][OH:13])[OH:11])[OH:9])[OH:7])[OH:5].[CH3:14][C:15]([N:27]([C:51](=[O:55])[C:52]([OH:54])=[O:53])[CH2:28][C:29]1[CH:34]=[CH:33][C:32]([C:35]2[O:39][N:38]=[C:37]([CH2:40][CH2:41][CH2:42][CH2:43][CH2:44][CH2:45][CH2:46][CH2:47][CH2:48][CH2:49][CH3:50])[N:36]=2)=[CH:31][CH:30]=1)([C:17]1[CH:22]=[CH:21][C:20]([C:23]([F:25])([F:26])[F:24])=[CH:19][CH:18]=1)[CH3:16]. (7) The product is: [C:3]([O:7][C:8]([N:10]1[CH2:14][CH2:13][CH:12]([CH2:15][CH2:16][C:37]2[CH:27]=[CH:28][C:29]3[O:33][C:32]([F:34])([F:35])[O:31][C:30]=3[CH:36]=2)[CH2:11]1)=[O:9])([CH3:6])([CH3:5])[CH3:4]. Given the reactants N#N.[C:3]([O:7][C:8]([N:10]1[CH2:14][CH2:13][CH:12]([CH:15]=[CH2:16])[CH2:11]1)=[O:9])([CH3:6])([CH3:5])[CH3:4].B1C2CCCC1CCC2.Br[C:27]1[CH:37]=[CH:36][C:30]2[O:31][C:32]([F:35])([F:34])[O:33][C:29]=2[CH:28]=1.C(Cl)Cl.C(=O)([O-])[O-].[K+].[K+].[OH-].[Na+], predict the reaction product.